From a dataset of Full USPTO retrosynthesis dataset with 1.9M reactions from patents (1976-2016). Predict the reactants needed to synthesize the given product. (1) The reactants are: [F:1][CH2:2][C:3]1[S:7][C:6]([C:8]2[CH:13]=[CH:12][CH:11]=[C:10]([C:14]([F:17])([F:16])[F:15])[CH:9]=2)=[N:5][C:4]=1[CH2:18][O:19]C1CCCCO1.O.C1(C)C=CC(S(O)(=O)=O)=CC=1.C(=O)([O-])O.[Na+]. Given the product [F:1][CH2:2][C:3]1[S:7][C:6]([C:8]2[CH:13]=[CH:12][CH:11]=[C:10]([C:14]([F:17])([F:16])[F:15])[CH:9]=2)=[N:5][C:4]=1[CH2:18][OH:19], predict the reactants needed to synthesize it. (2) Given the product [ClH:27].[NH:8]1[CH2:11][CH:10]([C:12]2[C:17]([N:18]3[CH2:19][CH2:20][CH:21]([CH2:24][OH:25])[CH2:22][CH2:23]3)=[CH:16][C:15]([F:26])=[CH:14][N:13]=2)[CH2:9]1, predict the reactants needed to synthesize it. The reactants are: C(OC([N:8]1[CH2:11][CH:10]([C:12]2[C:17]([N:18]3[CH2:23][CH2:22][CH:21]([CH2:24][OH:25])[CH2:20][CH2:19]3)=[CH:16][C:15]([F:26])=[CH:14][N:13]=2)[CH2:9]1)=O)(C)(C)C.[ClH:27].CO.